Dataset: Reaction yield outcomes from USPTO patents with 853,638 reactions. Task: Predict the reaction yield, written as a fraction of the theoretical maximum amount of product (1.0 means a 100% yield; for example, 0.34 means a 34% yield). (1) The reactants are C([O:3][C:4](=O)[CH2:5][C:6]([C@H:8]1[CH2:13][CH2:12][N:11]([C:14]([O:16][CH3:17])=[O:15])[C@@H:10]([CH2:18][C:19]2[CH:24]=[CH:23][C:22]([C:25]([F:28])([F:27])[F:26])=[C:21]([F:29])[CH:20]=2)[CH2:9]1)=[O:7])C.[OH-].[Na+].[NH2:33]O.Cl. The catalyst is CO.O. The product is [F:29][C:21]1[CH:20]=[C:19]([CH:24]=[CH:23][C:22]=1[C:25]([F:28])([F:27])[F:26])[CH2:18][C@H:10]1[CH2:9][C@@H:8]([C:6]2[O:7][NH:33][C:4](=[O:3])[CH:5]=2)[CH2:13][CH2:12][N:11]1[C:14]([O:16][CH3:17])=[O:15]. The yield is 0.700. (2) The reactants are C[O:2][C:3](=O)[CH2:4][O:5][C:6]1[CH:11]=[CH:10][C:9]([C:12]2[N:13]=[N:14][NH:15][N:16]=2)=[CH:8][CH:7]=1.O.[NH2:19][NH2:20]. The catalyst is CO. The product is [NH:13]1[C:12]([C:9]2[CH:10]=[CH:11][C:6]([O:5][CH2:4][C:3]([NH:19][NH2:20])=[O:2])=[CH:7][CH:8]=2)=[N:16][N:15]=[N:14]1. The yield is 0.780. (3) No catalyst specified. The product is [CH:40]1([N:32]2[C:30]3[N:31]=[C:26]([NH:24][C:21]4[N:20]=[CH:19][C:18]([N:11]5[C:12](=[O:17])[CH2:13][CH:14]6[N:8]([C:6]([O:5][C:1]([CH3:4])([CH3:2])[CH3:3])=[O:7])[CH:9]([CH2:16][CH2:15]6)[CH2:10]5)=[CH:23][CH:22]=4)[N:27]=[CH:28][C:29]=3[CH:34]=[C:33]2[C:35](=[O:36])[N:37]([CH3:38])[CH3:39])[CH2:41][CH2:42][CH2:43]1. The reactants are [C:1]([O:5][C:6]([N:8]1[CH:14]2[CH2:15][CH2:16][CH:9]1[CH2:10][N:11]([C:18]1[CH:19]=[N:20][C:21]([NH2:24])=[CH:22][CH:23]=1)[C:12](=[O:17])[CH2:13]2)=[O:7])([CH3:4])([CH3:3])[CH3:2].Cl[C:26]1[N:27]=[CH:28][C:29]2[CH:34]=[C:33]([C:35]([N:37]([CH3:39])[CH3:38])=[O:36])[N:32]([CH:40]3[CH2:43][CH2:42][CH2:41]3)[C:30]=2[N:31]=1. The yield is 0.730. (4) The reactants are [N:1]1[C:10]2[CH:9]([CH:11]([NH2:16])[CH2:12][CH2:13][CH2:14][NH2:15])[CH2:8][CH2:7][CH2:6][C:5]=2[CH:4]=[CH:3][CH:2]=1.[CH:17](=O)[C:18]1[CH:23]=[CH:22][CH:21]=[CH:20][CH:19]=1.[BH4-].[Na+]. The catalyst is CO. The product is [N:1]1[C:10]2[CH:9]([CH:11]([NH:16][CH2:17][C:18]3[CH:23]=[CH:22][CH:21]=[CH:20][CH:19]=3)[CH2:12][CH2:13][CH2:14][NH2:15])[CH2:8][CH2:7][CH2:6][C:5]=2[CH:4]=[CH:3][CH:2]=1. The yield is 0.490. (5) The reactants are [Si]([O:8][CH:9]1[CH2:18][C:17]2[CH:16]=[C:15]([C:19]([O:21][CH3:22])=[O:20])[CH:14]=[CH:13][C:12]=2[CH2:11][CH2:10]1)(C(C)(C)C)(C)C.[F-].C([N+](CCCC)(CCCC)CCCC)CCC. The catalyst is C1COCC1. The product is [OH:8][CH:9]1[CH2:18][C:17]2[CH:16]=[C:15]([C:19]([O:21][CH3:22])=[O:20])[CH:14]=[CH:13][C:12]=2[CH2:11][CH2:10]1. The yield is 0.820.